Predict the reactants needed to synthesize the given product. From a dataset of Full USPTO retrosynthesis dataset with 1.9M reactions from patents (1976-2016). (1) Given the product [N:15]1([S:12]([CH2:11][CH2:10][C:7]2[CH:8]=[CH:9][C:4]([NH2:1])=[CH:5][CH:6]=2)(=[O:14])=[O:13])[CH2:16][CH2:17][O:18][CH2:19][CH2:20]1, predict the reactants needed to synthesize it. The reactants are: [N+:1]([C:4]1[CH:9]=[CH:8][C:7]([CH2:10][CH2:11][S:12]([N:15]2[CH2:20][CH2:19][O:18][CH2:17][CH2:16]2)(=[O:14])=[O:13])=[CH:6][CH:5]=1)([O-])=O. (2) Given the product [C:1]([C:5]1[N:10]=[CH:9][C:8]([C:11]2[N:12]([C:32]([N:34]3[CH2:39][CH2:38][N:37]([C:48]([NH2:47])=[O:49])[CH2:36][CH2:35]3)=[O:33])[C@@:13]([C:25]3[CH:30]=[CH:29][C:28]([Cl:31])=[CH:27][CH:26]=3)([CH3:24])[C@@:14]([C:17]3[CH:18]=[CH:19][C:20]([Cl:23])=[CH:21][CH:22]=3)([CH3:16])[N:15]=2)=[C:7]([O:40][CH2:41][CH3:42])[CH:6]=1)([CH3:2])([CH3:3])[CH3:4], predict the reactants needed to synthesize it. The reactants are: [C:1]([C:5]1[N:10]=[CH:9][C:8]([C:11]2[N:12]([C:32]([N:34]3[CH2:39][CH2:38][NH:37][CH2:36][CH2:35]3)=[O:33])[C@@:13]([C:25]3[CH:30]=[CH:29][C:28]([Cl:31])=[CH:27][CH:26]=3)([CH3:24])[C@@:14]([C:17]3[CH:22]=[CH:21][C:20]([Cl:23])=[CH:19][CH:18]=3)([CH3:16])[N:15]=2)=[C:7]([O:40][CH2:41][CH3:42])[CH:6]=1)([CH3:4])([CH3:3])[CH3:2].C[Si]([N:47]=[C:48]=[O:49])(C)C. (3) Given the product [OH:4][C:5]1[CH:10]=[CH:9][C:20]2[NH:15][C:16](=[O:21])[CH:17]=[CH:18][C:19]=2[C:6]=1[CH:7]=[O:13], predict the reactants needed to synthesize it. The reactants are: BrC1C(=O)[O:4][C:5]2[C:10](C=1C)=[CH:9]C=[C:7]([OH:13])[CH:6]=2.[N:15]1[CH:20]=[CH:19][CH:18]=[CH:17][CH:16]=1.[O:21](C(C(F)(F)F)=O)C(C(F)(F)F)=O. (4) Given the product [ClH:1].[F:24][C:20]1[CH:19]=[C:18]([CH:23]=[CH:22][CH:21]=1)[CH2:17][NH:16][C:14]1[N:13]([CH3:25])[C:12]2[CH:26]=[CH:27][C:9]([N:8]([CH3:28])[C:6]3[CH:5]=[CH:4][N:3]=[C:2]([NH:29][C:30]4[CH:31]=[C:32]([S:36]([NH2:39])(=[O:37])=[O:38])[CH:33]=[CH:34][CH:35]=4)[N:7]=3)=[CH:10][C:11]=2[N:15]=1, predict the reactants needed to synthesize it. The reactants are: [Cl:1][C:2]1[N:7]=[C:6]([N:8]([CH3:28])[C:9]2[CH:27]=[CH:26][C:12]3[N:13]([CH3:25])[C:14]([NH:16][CH2:17][C:18]4[CH:23]=[CH:22][CH:21]=[C:20]([F:24])[CH:19]=4)=[N:15][C:11]=3[CH:10]=2)[CH:5]=[CH:4][N:3]=1.[NH2:29][C:30]1[CH:31]=[C:32]([S:36]([NH2:39])(=[O:38])=[O:37])[CH:33]=[CH:34][CH:35]=1. (5) Given the product [F:28][C:13]([F:12])([F:27])[C:14]1[CH:26]=[CH:25][CH:24]=[CH:23][C:15]=1[O:16][CH:17]1[CH2:22][CH2:21][N:20]([C:4]2[N:3]=[C:2]([NH2:1])[N:10]=[C:9]3[C:5]=2[N:6]=[CH:7][NH:8]3)[CH2:19][CH2:18]1, predict the reactants needed to synthesize it. The reactants are: [NH2:1][C:2]1[N:10]=[C:9]2[C:5]([NH:6][CH:7]=[N:8]2)=[C:4](Br)[N:3]=1.[F:12][C:13]([F:28])([F:27])[C:14]1[CH:26]=[CH:25][CH:24]=[CH:23][C:15]=1[O:16][CH:17]1[CH2:22][CH2:21][NH:20][CH2:19][CH2:18]1.CCN(CC)CC. (6) Given the product [O:1]1[CH2:5][CH2:4][CH2:3][CH:2]1[C@H:6]([OH:9])[CH2:7][CH3:8], predict the reactants needed to synthesize it. The reactants are: [O:1]1[CH2:5][CH2:4][CH2:3][C@@H:2]1[C:6](=[O:9])[CH2:7][CH3:8].[BH4-].[Na+]. (7) Given the product [CH:17]1([NH:20][S:13]([C:7]2[CH:8]=[CH:9][C:10]([F:12])=[CH:11][C:6]=2[CH2:5][NH:4][C:1](=[O:3])[CH3:2])(=[O:15])=[O:14])[CH2:19][CH2:18]1, predict the reactants needed to synthesize it. The reactants are: [C:1]([NH:4][CH2:5][C:6]1[CH:11]=[C:10]([F:12])[CH:9]=[CH:8][C:7]=1[S:13](Cl)(=[O:15])=[O:14])(=[O:3])[CH3:2].[CH:17]1([NH2:20])[CH2:19][CH2:18]1.C(N(CC)CC)C.